From a dataset of TCR-epitope binding with 47,182 pairs between 192 epitopes and 23,139 TCRs. Binary Classification. Given a T-cell receptor sequence (or CDR3 region) and an epitope sequence, predict whether binding occurs between them. (1) The epitope is YIFFASFYY. The TCR CDR3 sequence is CASSLVGDARETQYF. Result: 0 (the TCR does not bind to the epitope). (2) The epitope is FADDLNQLTGY. The TCR CDR3 sequence is CASSILGGADVQFF. Result: 0 (the TCR does not bind to the epitope).